Dataset: Full USPTO retrosynthesis dataset with 1.9M reactions from patents (1976-2016). Task: Predict the reactants needed to synthesize the given product. (1) Given the product [F:46][C:47]1[CH:48]=[C:49]([C:60]2[CH:61]=[C:62]3[C:68]([C:69]4[CH:70]=[N:71][N:72]([CH2:74][C:75]5[CH:80]=[CH:79][CH:78]=[C:77]([F:81])[CH:76]=5)[CH:73]=4)=[CH:67][NH:66][C:63]3=[N:64][CH:65]=2)[CH:50]=[N:51][C:52]=1[N:53]1[CH2:54][CH2:55][N:56]([CH3:59])[CH2:57][CH2:58]1, predict the reactants needed to synthesize it. The reactants are: Cl.FC1C=C(C=CC=1)CN1C=C(C2C3C(=NC=C(C4C=CC(C5CCNCC5)=CC=4)C=3)N(S(C3C=CC(C)=CC=3)(=O)=O)C=2)C=N1.[F:46][C:47]1[CH:48]=[C:49]([C:60]2[CH:61]=[C:62]3[C:68]([C:69]4[CH:70]=[N:71][N:72]([CH2:74][C:75]5[CH:80]=[CH:79][CH:78]=[C:77]([F:81])[CH:76]=5)[CH:73]=4)=[CH:67][N:66](S(C4C=CC(C)=CC=4)(=O)=O)[C:63]3=[N:64][CH:65]=2)[CH:50]=[N:51][C:52]=1[N:53]1[CH2:58][CH2:57][N:56]([CH3:59])[CH2:55][CH2:54]1.[OH-].[Li+]. (2) Given the product [S:18]1[CH:19]=[CH:20][CH:21]=[C:17]1[C:4]1[N:5]=[CH:6][CH:7]=[CH:8][C:9]=1[C:10]#[N:11], predict the reactants needed to synthesize it. The reactants are: [F-].[Cs+].Cl[C:4]1[C:9]([C:10]#[N:11])=[CH:8][CH:7]=[CH:6][N:5]=1.C([Sn](CCCC)(CCCC)[C:17]1[S:18][CH:19]=[CH:20][CH:21]=1)CCC. (3) Given the product [C:30]([O:34][C:35]([N:37]1[CH:43]2[CH2:44][CH2:45][CH:38]1[CH2:39][N:40]([C:20]([C:19]1[CH:18]=[N:17][C:16]([NH:15][C:12]3[N:13]=[CH:14][C:9]4[CH:8]=[C:7]([C:25](=[O:29])[N:26]([CH3:28])[CH3:27])[N:6]([CH:1]5[CH2:5][CH2:4][CH2:3][CH2:2]5)[C:10]=4[N:11]=3)=[CH:24][CH:23]=1)=[O:21])[CH2:41][CH2:42]2)=[O:36])([CH3:33])([CH3:31])[CH3:32], predict the reactants needed to synthesize it. The reactants are: [CH:1]1([N:6]2[C:10]3[N:11]=[C:12]([NH:15][C:16]4[CH:24]=[CH:23][C:19]([C:20](O)=[O:21])=[CH:18][N:17]=4)[N:13]=[CH:14][C:9]=3[CH:8]=[C:7]2[C:25](=[O:29])[N:26]([CH3:28])[CH3:27])[CH2:5][CH2:4][CH2:3][CH2:2]1.[C:30]([O:34][C:35]([N:37]1[CH:43]2[CH2:44][CH2:45][CH:38]1[CH2:39][NH:40][CH2:41][CH2:42]2)=[O:36])([CH3:33])([CH3:32])[CH3:31]. (4) Given the product [C:22]1([C:20]2[CH:19]=[CH:18][C:16]3[CH2:17][CH:13]([CH2:12][N:28]=[N+:29]=[N-:30])[O:14][C:15]=3[CH:21]=2)[CH:27]=[CH:26][CH:25]=[CH:24][CH:23]=1, predict the reactants needed to synthesize it. The reactants are: CC1C=CC(S(O[CH2:12][CH:13]2[CH2:17][C:16]3[CH:18]=[CH:19][C:20]([C:22]4[CH:27]=[CH:26][CH:25]=[CH:24][CH:23]=4)=[CH:21][C:15]=3[O:14]2)(=O)=O)=CC=1.[N-:28]=[N+:29]=[N-:30].[Na+]. (5) Given the product [C:1]([O:4][C:5]1[CH:24]=[CH:23][C:8]([C:9]2[CH:10]([CH3:25])[O:11][C:12]3[C:17]([CH:18]=2)=[CH:16][CH:15]=[C:14]([O:19][C:20](=[O:22])[CH3:21])[CH:13]=3)=[CH:7][CH:6]=1)(=[O:3])[CH3:2], predict the reactants needed to synthesize it. The reactants are: [C:1]([O:4][C:5]1[CH:24]=[CH:23][C:8]([C:9]2[CH2:10][O:11][C:12]3[C:17]([CH:18]=2)=[CH:16][CH:15]=[C:14]([O:19][C:20](=[O:22])[CH3:21])[CH:13]=3)=[CH:7][CH:6]=1)(=[O:3])[CH3:2].[CH:25]1C=CC([C+](C2C=CC=CC=2)C2C=CC=CC=2)=CC=1.F[P-](F)(F)(F)(F)F.C[Zn]C. (6) Given the product [C:20]([O:19][C:17](=[O:18])[NH:16][C:11]1[CH:12]=[CH:13][CH:14]=[CH:15][C:10]=1[C:7]1[CH:6]=[CH:5][C:4]([N+:1]([O-:3])=[O:2])=[CH:9][CH:8]=1)([CH3:23])([CH3:22])[CH3:21], predict the reactants needed to synthesize it. The reactants are: [N+:1]([C:4]1[CH:9]=[CH:8][C:7]([C:10]2[CH:15]=[CH:14][CH:13]=[CH:12][C:11]=2[NH2:16])=[CH:6][CH:5]=1)([O-:3])=[O:2].[C:17](O[C:17]([O:19][C:20]([CH3:23])([CH3:22])[CH3:21])=[O:18])([O:19][C:20]([CH3:23])([CH3:22])[CH3:21])=[O:18]. (7) Given the product [C:1]([O:5][C:6]([N:8]1[CH2:9][CH2:10][CH:11]([O:14][C:15]2[CH:20]=[CH:19][C:18]([CH:21]3[CH2:41][C:40](=[O:39])[NH:44][N:43]=[C:49]3[CH3:45])=[CH:17][CH:16]=2)[CH2:12][CH2:13]1)=[O:7])([CH3:4])([CH3:3])[CH3:2], predict the reactants needed to synthesize it. The reactants are: [C:1]([O:5][C:6]([N:8]1[CH2:13][CH2:12][CH:11]([O:14][C:15]2[CH:20]=[CH:19][C:18]([CH2:21]C(=O)C)=[CH:17][CH:16]=2)[CH2:10][CH2:9]1)=[O:7])([CH3:4])([CH3:3])[CH3:2].C[Si]([N-][Si](C)(C)C)(C)C.[K+].BrCC([O:39][CH2:40][CH3:41])=O.O.[NH2:43][NH2:44].[CH2:45]1[CH2:49]OCC1. (8) Given the product [Br:27][C:10]1[C:11]([CH3:13])=[CH:12][C:4]2[O:3][C:2]([CH3:14])([CH3:1])[C:7](=[O:8])[NH:6][C:5]=2[CH:9]=1, predict the reactants needed to synthesize it. The reactants are: [CH3:1][C:2]1([CH3:14])[C:7](=[O:8])[NH:6][C:5]2[CH:9]=[CH:10][C:11]([CH3:13])=[CH:12][C:4]=2[O:3]1.CN(C=O)C.C1C(=O)N([Br:27])C(=O)C1.